This data is from Catalyst prediction with 721,799 reactions and 888 catalyst types from USPTO. The task is: Predict which catalyst facilitates the given reaction. (1) The catalyst class is: 1. Reactant: C[O:2][C:3](=[O:20])[CH:4]=[C:5]1[S:9][C:8]([NH:10][C:11]2[C:16]([Cl:17])=[CH:15][CH:14]=[CH:13][C:12]=2[Cl:18])=[N:7][C:6]1=[O:19].[OH-].[Na+].Cl. Product: [Cl:18][C:12]1[CH:13]=[CH:14][CH:15]=[C:16]([Cl:17])[C:11]=1[NH:10][C:8]1[S:9][C:5](=[CH:4][C:3]([OH:20])=[O:2])[C:6](=[O:19])[N:7]=1. (2) Reactant: [CH3:1][O:2][C:3]1[CH:8]=[C:7]([CH:9]2[CH2:14][CH2:13][NH:12][CH2:11][CH2:10]2)[CH:6]=[CH:5][C:4]=1[NH:15][C:16]1[N:21]=[C:20]([CH2:22][CH2:23][C:24]2[CH:25]=[C:26]([CH:30]=[CH:31][CH:32]=2)[C:27]([NH2:29])=[O:28])[C:19]([C:33]([F:36])([F:35])[F:34])=[CH:18][N:17]=1.[CH:37](=O)[CH3:38].C(O[BH-](OC(=O)C)OC(=O)C)(=O)C.[Na+]. Product: [CH2:37]([N:12]1[CH2:13][CH2:14][CH:9]([C:7]2[CH:6]=[CH:5][C:4]([NH:15][C:16]3[N:21]=[C:20]([CH2:22][CH2:23][C:24]4[CH:25]=[C:26]([CH:30]=[CH:31][CH:32]=4)[C:27]([NH2:29])=[O:28])[C:19]([C:33]([F:34])([F:35])[F:36])=[CH:18][N:17]=3)=[C:3]([O:2][CH3:1])[CH:8]=2)[CH2:10][CH2:11]1)[CH3:38]. The catalyst class is: 5. (3) Reactant: [CH3:1][O:2][C:3]1[CH:20]=[C:19]([O:21][CH3:22])[CH:18]=[CH:17][C:4]=1[C:5]([C:7]1[CH:12]=[CH:11][C:10](OCCO)=[CH:9][CH:8]=1)=[O:6].[C:23]([O:28][C:29](=O)[C:30](C)=C)(=[O:27])[C:24]([CH3:26])=[CH2:25].C(N(CC)CC)C.O. Product: [CH3:1][O:2][C:3]1[CH:20]=[C:19]([O:21][CH3:22])[CH:18]=[CH:17][C:4]=1[C:5]([C:7]1[CH:8]=[CH:9][C:10]([CH2:30][CH2:29][O:28][C:23](=[O:27])[C:24]([CH3:26])=[CH2:25])=[CH:11][CH:12]=1)=[O:6]. The catalyst class is: 7. (4) Reactant: [OH:1][CH2:2][C:3]1[CH:11]=[CH:10][C:6]([C:7]([OH:9])=O)=[C:5]([C:12]2[CH:17]=[CH:16][CH:15]=[CH:14][C:13]=2[CH3:18])[CH:4]=1.Cl.[CH3:20][O:21][C:22](=[O:29])[C@H:23]([CH2:25][CH2:26][S:27][CH3:28])[NH2:24].ON1C2C=CC=CC=2N=N1.C(N=C=NCCCN(C)C)C.C(N(CC)CC)C. Product: [CH3:20][O:21][C:22](=[O:29])[C@H:23]([CH2:25][CH2:26][S:27][CH3:28])[NH:24][C:7](=[O:9])[C:6]1[CH:10]=[CH:11][C:3]([CH2:2][OH:1])=[CH:4][C:5]=1[C:12]1[CH:17]=[CH:16][CH:15]=[CH:14][C:13]=1[CH3:18]. The catalyst class is: 31. (5) Reactant: [O:1]=[C:2]1[CH2:11][CH2:10][CH2:9][C:8]2[CH:7]=[C:6](OS(C(F)(F)F)(=O)=O)[CH:5]=[CH:4][C:3]1=2.[C:20]1([S:26]([O-:28])=[O:27])[CH:25]=[CH:24][CH:23]=[CH:22][CH:21]=1.[Na+].C(=O)([O-])[O-].[Cs+].[Cs+].[F-].C([N+](CCCC)(CCCC)CCCC)CCC. Product: [C:20]1([S:26]([C:6]2[CH:7]=[C:8]3[C:3](=[CH:4][CH:5]=2)[C:2](=[O:1])[CH2:11][CH2:10][CH2:9]3)(=[O:28])=[O:27])[CH:25]=[CH:24][CH:23]=[CH:22][CH:21]=1. The catalyst class is: 187.